This data is from HIV replication inhibition screening data with 41,000+ compounds from the AIDS Antiviral Screen. The task is: Binary Classification. Given a drug SMILES string, predict its activity (active/inactive) in a high-throughput screening assay against a specified biological target. (1) The drug is CN(c1c(Cl)cccc1Cl)S(=O)(=O)c1ccccc1[N+](=O)[O-]. The result is 0 (inactive). (2) The compound is Cc1cc(-c2ccc(C(=O)C(c3ccccc3)(c3ccccc3)c3ccccc3)[nH]2)on1. The result is 0 (inactive). (3) The molecule is CCCCCCCCCCCCCCCCCC(=O)NCC(COP(=O)(O)O)OCC. The result is 0 (inactive). (4) The molecule is O=C(NCCCl)Nc1ccc(S(=O)(=O)c2ccc([N+](=O)[O-])cc2)cc1. The result is 0 (inactive). (5) The compound is O=C1c2c(ccc3c2CCCC3)CC1Cc1ccc2c(c1)CCCC2. The result is 0 (inactive). (6) The compound is Cc1cc(Br)cc(C)c1NC(=O)C(=O)C1C(=O)C(CC2C(=O)c3ccccc3C2=O)C(=O)CC1(C)C. The result is 0 (inactive). (7) The molecule is Cn1c(=O)cn[nH]c1=O. The result is 0 (inactive).